The task is: Predict the product of the given reaction.. This data is from Forward reaction prediction with 1.9M reactions from USPTO patents (1976-2016). (1) Given the reactants [CH3:1][N:2]([S:16]([CH3:19])(=[O:18])=[O:17])[C:3]1[CH:4]=[C:5]([CH:10]=[C:11]([N+:13]([O-])=O)[CH:12]=1)[C:6]([O:8]C)=[O:7].[C:20](#N)[CH2:21][CH3:22].C([O-])=O.[NH4+].[OH-].[Na+].C([O-])(=O)CC(CC([O-])=O)(C([O-])=O)O, predict the reaction product. The product is: [CH2:20]([NH:13][C:11]1[CH:12]=[C:3]([N:2]([CH3:1])[S:16]([CH3:19])(=[O:18])=[O:17])[CH:4]=[C:5]([CH:10]=1)[C:6]([OH:8])=[O:7])[CH2:21][CH3:22]. (2) Given the reactants Cl.[CH3:2][O:3][C:4]1[CH:5]=[C:6]([C:12]2[C:13]([CH3:25])([CH3:24])[C:14](=[O:23])[N:15]([CH:17]3[CH2:22][CH2:21][NH:20][CH2:19][CH2:18]3)[N:16]=2)[CH:7]=[CH:8][C:9]=1[O:10][CH3:11].C(N(CC)CC)C.[C:33]([NH:40][CH2:41][C:42](O)=[O:43])([O:35][C:36]([CH3:39])([CH3:38])[CH3:37])=[O:34].Cl.CN(C)CCCN=C=NCC, predict the reaction product. The product is: [CH3:2][O:3][C:4]1[CH:5]=[C:6]([C:12]2[C:13]([CH3:25])([CH3:24])[C:14](=[O:23])[N:15]([CH:17]3[CH2:22][CH2:21][N:20]([C:42](=[O:43])[CH2:41][NH:40][C:33](=[O:34])[O:35][C:36]([CH3:37])([CH3:38])[CH3:39])[CH2:19][CH2:18]3)[N:16]=2)[CH:7]=[CH:8][C:9]=1[O:10][CH3:11]. (3) Given the reactants [NH2:1][C:2]1[CH:10]=[C:9]([Br:11])[CH:8]=[CH:7][C:3]=1[C:4]([OH:6])=[O:5].Cl[C:13]([O:16]C(=O)OC(Cl)(Cl)Cl)(Cl)Cl, predict the reaction product. The product is: [Br:11][C:9]1[CH:8]=[CH:7][C:3]2[C:4](=[O:6])[O:5][C:13](=[O:16])[NH:1][C:2]=2[CH:10]=1. (4) Given the reactants [C:1]([N:4]1[C:12]2[C:7](=[CH:8][C:9]([Br:13])=[CH:10][CH:11]=2)[C:6]([O:14]C(=O)C)=[CH:5]1)(=[O:3])[CH3:2].S([O-])([O-])=O.[Na+].[Na+], predict the reaction product. The product is: [C:1]([N:4]1[C:12]2[C:7](=[CH:8][C:9]([Br:13])=[CH:10][CH:11]=2)[C:6]([OH:14])=[CH:5]1)(=[O:3])[CH3:2]. (5) Given the reactants [CH3:1][O:2][C:3]1[CH:4]=[C:5]([Mg]Br)[CH:6]=[CH:7][CH:8]=1.[O:11]1[C:15]2([CH2:20][CH2:19][C:18](=[N:21]S(C(C)(C)C)=O)[CH2:17][CH2:16]2)OCC1, predict the reaction product. The product is: [NH2:21][C:18]1([C:5]2[CH:6]=[CH:7][CH:8]=[C:3]([O:2][CH3:1])[CH:4]=2)[CH2:19][CH2:20][C:15](=[O:11])[CH2:16][CH2:17]1. (6) Given the reactants [CH2:1]([CH:3]([CH2:18][CH3:19])[CH2:4][NH:5][C:6]1[C:11]([C:12]([O:14]C)=[O:13])=[CH:10][N:9]=[C:8]([S:16][CH3:17])[N:7]=1)[CH3:2].C(O)C.[OH-].[Na+], predict the reaction product. The product is: [CH2:18]([CH:3]([CH2:1][CH3:2])[CH2:4][NH:5][C:6]1[C:11]([C:12]([OH:14])=[O:13])=[CH:10][N:9]=[C:8]([S:16][CH3:17])[N:7]=1)[CH3:19]. (7) Given the reactants Cl[C:2]1[C:11]2[C:6](=[C:7]([CH3:17])[CH:8]=[C:9]([S:12][C:13]([CH3:16])([CH3:15])[CH3:14])[CH:10]=2)[N:5]=[N:4][C:3]=1[C:18]([NH2:20])=[O:19].Cl.Cl.[NH2:23][C:24]1[CH:25]=[N:26][CH:27]=[C:28]([F:30])[CH:29]=1, predict the reaction product. The product is: [CH3:14][C:13]([S:12][C:9]1[CH:10]=[C:11]2[C:6](=[C:7]([CH3:17])[CH:8]=1)[N:5]=[N:4][C:3]([C:18]([NH2:20])=[O:19])=[C:2]2[NH:23][C:24]1[CH:25]=[N:26][CH:27]=[C:28]([F:30])[CH:29]=1)([CH3:16])[CH3:15]. (8) Given the reactants [F:1][C:2]1[C:3]([C:9]2[CH2:14][C:13]([CH3:16])([CH3:15])[CH2:12][C:11]([CH3:18])([CH3:17])[CH:10]=2)=[C:4]([NH2:8])[CH:5]=[CH:6][CH:7]=1.Cl.Cl[CH2:21][CH2:22][NH:23][CH2:24][CH2:25]Cl, predict the reaction product. The product is: [F:1][C:2]1[C:3]([C:9]2[CH2:14][C:13]([CH3:16])([CH3:15])[CH2:12][C:11]([CH3:18])([CH3:17])[CH:10]=2)=[C:4]([N:8]2[CH2:25][CH2:24][NH:23][CH2:22][CH2:21]2)[CH:5]=[CH:6][CH:7]=1. (9) Given the reactants C[C:2]1[C:8]([OH:9])=[CH:7][CH:6]=[CH:5][C:3]=1[OH:4].C1(=O)O[C:13](=[O:14])[C:12]2=[CH:16][CH:17]=[CH:18][CH:19]=[C:11]12.[Cl-].[Al+3].[Cl-].[Cl-].Cl, predict the reaction product. The product is: [CH:18]1[CH:17]=[CH:16][C:12]([C:13]([C:7]2[CH:6]=[CH:5][C:3]([OH:4])=[CH:2][C:8]=2[OH:9])=[O:14])=[CH:11][CH:19]=1. (10) Given the reactants [H-].[Na+].[NH:3]1[CH:7]=[CH:6][CH:5]=[CH:4]1.[NH2:8][C:9]1[N:10]=[C:11]([C:26]2[CH:31]=[CH:30][CH:29]=[CH:28][CH:27]=2)[C:12]([C:16]2[CH:17]=[CH:18][C:19](=[O:25])[N:20]([CH:22]([CH3:24])[CH3:23])[N:21]=2)=[N:13][C:14]=1Br.O, predict the reaction product. The product is: [NH2:8][C:9]1[N:10]=[C:11]([C:26]2[CH:27]=[CH:28][CH:29]=[CH:30][CH:31]=2)[C:12]([C:16]2[CH:17]=[CH:18][C:19](=[O:25])[N:20]([CH:22]([CH3:24])[CH3:23])[N:21]=2)=[N:13][C:14]=1[N:3]1[CH:7]=[CH:6][CH:5]=[CH:4]1.